Dataset: Peptide-MHC class II binding affinity with 134,281 pairs from IEDB. Task: Regression. Given a peptide amino acid sequence and an MHC pseudo amino acid sequence, predict their binding affinity value. This is MHC class II binding data. (1) The peptide sequence is CDEFINVPEWSYIVEKA. The MHC is DRB1_1501 with pseudo-sequence DRB1_1501. The binding affinity (normalized) is 0.574. (2) The peptide sequence is IGSFFYFPSIGMQRT. The MHC is HLA-DPA10301-DPB10402 with pseudo-sequence HLA-DPA10301-DPB10402. The binding affinity (normalized) is 0.455. (3) The peptide sequence is DILLRMSKMQLGSSS. The MHC is DRB3_0101 with pseudo-sequence DRB3_0101. The binding affinity (normalized) is 0.0547. (4) The peptide sequence is TTRLYANASIGLFGA. The MHC is DRB1_1501 with pseudo-sequence DRB1_1501. The binding affinity (normalized) is 0.479. (5) The peptide sequence is YDKVLANVSTVLTGK. The MHC is DRB1_0405 with pseudo-sequence DRB1_0405. The binding affinity (normalized) is 0.188. (6) The peptide sequence is INEPTVAAIAYGLDR. The MHC is HLA-DQA10501-DQB10301 with pseudo-sequence HLA-DQA10501-DQB10301. The binding affinity (normalized) is 0.721. (7) The peptide sequence is LGNVLINESFGVEPV. The MHC is HLA-DPA10201-DPB10501 with pseudo-sequence HLA-DPA10201-DPB10501. The binding affinity (normalized) is 0.411. (8) The peptide sequence is AAEWDRVHPVHAGPIP. The MHC is DRB1_0301 with pseudo-sequence DRB1_0301. The binding affinity (normalized) is 0.0286. (9) The peptide sequence is FLNFLEANGLNAIDF. The MHC is HLA-DPA10201-DPB11401 with pseudo-sequence HLA-DPA10201-DPB11401. The binding affinity (normalized) is 0.220.